The task is: Predict the reactants needed to synthesize the given product.. This data is from Full USPTO retrosynthesis dataset with 1.9M reactions from patents (1976-2016). (1) Given the product [CH3:1][C:2]1[CH:3]=[C:4]([CH:5]=[C:6]([CH3:8])[CH:7]=1)[O:9][C:11]1[N:16]=[C:15]([NH:17][CH3:18])[C:14]([N+:19]([O-:21])=[O:20])=[CH:13][CH:12]=1, predict the reactants needed to synthesize it. The reactants are: [CH3:1][C:2]1[CH:3]=[C:4]([OH:9])[CH:5]=[C:6]([CH3:8])[CH:7]=1.Cl[C:11]1[N:16]=[C:15]([NH:17][CH3:18])[C:14]([N+:19]([O-:21])=[O:20])=[CH:13][CH:12]=1.[H-].[Na+]. (2) Given the product [N:3]1[CH:4]=[C:5]2[C:9]([N:8]=[CH:7][NH:6]2)=[N:10][CH:2]=1, predict the reactants needed to synthesize it. The reactants are: Cl[C:2]1[N:10]=[C:9]2[C:5]([NH:6][CH:7]=[N:8]2)=[C:4](Cl)[N:3]=1.C(OCC)(=O)C.O1C=CCCC1.N1CCOCC1. (3) Given the product [CH2:1]1[C:10]2[C:5](=[CH:6][CH:7]=[CH:8][CH:9]=2)[CH2:4][CH2:3][N:2]1[CH2:11][CH:12]([OH:30])[CH2:13][NH:14][C:15](=[O:29])[C:16]1[CH:21]=[CH:20][CH:19]=[C:18]([CH2:22][N:23]2[CH2:24][CH2:25][N:26]([CH3:34])[CH2:27][CH2:28]2)[CH:17]=1, predict the reactants needed to synthesize it. The reactants are: [CH2:1]1[C:10]2[C:5](=[CH:6][CH:7]=[CH:8][CH:9]=2)[CH2:4][CH2:3][N:2]1[CH2:11][CH:12]([OH:30])[CH2:13][NH:14][C:15](=[O:29])[C:16]1[CH:21]=[CH:20][CH:19]=[C:18]([CH2:22][N:23]2[CH2:28][CH2:27][NH:26][CH2:25][CH2:24]2)[CH:17]=1.C=O.[BH3-][C:34]#N.[Na+]. (4) Given the product [N:26]1[CH:31]=[CH:30][C:29]([CH2:32][N:33]2[CH:37]=[CH:36][C:35]([NH:38][C:9](=[O:11])[C:8]3[CH:7]=[CH:6][CH:14]=[CH:13][CH:12]=3)=[N:34]2)=[CH:28][CH:27]=1, predict the reactants needed to synthesize it. The reactants are: COC[C@H](C)O[C:6]1[CH:7]=[C:8]([CH:12]=[C:13](O[C@@H](C)CC2C=CC=CC=2)[CH:14]=1)[C:9]([OH:11])=O.[N:26]1[CH:31]=[CH:30][C:29]([CH2:32][N:33]2[CH:37]=[CH:36][C:35]([NH2:38])=[N:34]2)=[CH:28][CH:27]=1. (5) Given the product [NH2:1][C:2]1[C:3]2[CH:10]=[CH:9][N:8]([C@@H:11]3[O:15][C@@:14]([CH2:18][OH:19])([C:16]#[CH:28])[C@@H:13]([O:20][Si:21]([C:24]([CH3:25])([CH3:26])[CH3:27])([CH3:23])[CH3:22])[CH2:12]3)[C:4]=2[N:5]=[CH:6][N:7]=1, predict the reactants needed to synthesize it. The reactants are: [NH2:1][C:2]1[C:3]2[CH:10]=[CH:9][N:8]([C@@H:11]3[O:15][C@@:14]([CH2:18][OH:19])([CH:16]=O)[C@@H:13]([O:20][Si:21]([C:24]([CH3:27])([CH3:26])[CH3:25])([CH3:23])[CH3:22])[CH2:12]3)[C:4]=2[N:5]=[CH:6][N:7]=1.[C:28](=O)([O-])[O-].[K+].[K+].[N+](=C(P(=O)(OC)OC)C(=O)C)=[N-]. (6) Given the product [C:1]([N:4]1[C:13]2[C:8](=[CH:9][C:10]([C:14]([O:16][CH2:17][CH3:18])=[O:15])=[CH:11][CH:12]=2)[C@H:7]([NH2:19])[C@@H:6]([CH3:30])[C@@H:5]1[CH2:31][CH3:32])(=[O:3])[CH3:2], predict the reactants needed to synthesize it. The reactants are: [C:1]([N:4]1[C:13]2[C:8](=[CH:9][C:10]([C:14]([O:16][CH2:17][CH3:18])=[O:15])=[CH:11][CH:12]=2)[C@H:7]([NH:19]C(OCC2C=CC=CC=2)=O)[C@@H:6]([CH3:30])[C@@H:5]1[CH2:31][CH3:32])(=[O:3])[CH3:2]. (7) Given the product [Si:13]([O:12][C:7]1[CH:8]=[C:9]2[C:4](=[CH:5][CH:6]=1)[CH:3]=[C:2]([C:23]#[C:22][CH2:21][CH2:20][NH:24][C:25](=[O:34])[O:26][CH2:27][C:28]1[CH:33]=[CH:32][CH:31]=[CH:30][CH:29]=1)[CH:11]=[CH:10]2)([C:16]([CH3:19])([CH3:18])[CH3:17])([CH3:15])[CH3:14], predict the reactants needed to synthesize it. The reactants are: Br[C:2]1[CH:3]=[C:4]2[C:9](=[CH:10][CH:11]=1)[CH:8]=[C:7]([O:12][Si:13]([C:16]([CH3:19])([CH3:18])[CH3:17])([CH3:15])[CH3:14])[CH:6]=[CH:5]2.[CH2:20]([NH:24][C:25](=[O:34])[O:26][CH2:27][C:28]1[CH:33]=[CH:32][CH:31]=[CH:30][CH:29]=1)[CH2:21][C:22]#[CH:23].C(N(CC)CC)C. (8) Given the product [CH3:1][O:2][C:3](=[O:13])[C:4]1[CH:9]=[CH:8][C:7]([N:10]([CH2:14][CH3:15])[CH2:11][CH2:12][OH:27])=[CH:6][CH:5]=1, predict the reactants needed to synthesize it. The reactants are: [CH3:1][O:2][C:3](=[O:13])[C:4]1[CH:9]=[CH:8][C:7]([NH:10][CH2:11][CH3:12])=[CH:6][CH:5]=1.[CH2:14](Cl)[CH2:15]O.C(N(C(C)C)CC)(C)C.[OH2:27]. (9) Given the product [Cl:27][C:16]([CH:12]1[CH2:13][CH2:14][CH2:15][N:11]1[C:9]([O:8][CH2:1][C:2]1[CH:7]=[CH:6][CH:5]=[CH:4][CH:3]=1)=[O:10])=[O:18], predict the reactants needed to synthesize it. The reactants are: [CH2:1]([O:8][C:9]([N:11]1[CH2:15][CH2:14][CH2:13][CH:12]1[C:16]([OH:18])=O)=[O:10])[C:2]1[CH:7]=[CH:6][CH:5]=[CH:4][CH:3]=1.CN(C=O)C.C(Cl)(=O)C([Cl:27])=O.